The task is: Predict the reaction yield, written as a fraction of the theoretical maximum amount of product (1.0 means a 100% yield; for example, 0.34 means a 34% yield).. This data is from Reaction yield outcomes from USPTO patents with 853,638 reactions. The reactants are [C:1]([NH:5][C:6]1[CH:14]=[CH:13][CH:12]=[CH:11][C:7]=1[C:8]([OH:10])=[O:9])(=O)[CH2:2][CH3:3]. The catalyst is C(OC(=O)C)(=O)C. The product is [CH2:2]([C:1]1[O:9][C:8](=[O:10])[C:7]2[CH:11]=[CH:12][CH:13]=[CH:14][C:6]=2[N:5]=1)[CH3:3]. The yield is 0.900.